Task: Regression. Given two drug SMILES strings and cell line genomic features, predict the synergy score measuring deviation from expected non-interaction effect.. Dataset: NCI-60 drug combinations with 297,098 pairs across 59 cell lines (1) Drug 1: C1=NC2=C(N1)C(=S)N=C(N2)N. Drug 2: CCCCCOC(=O)NC1=NC(=O)N(C=C1F)C2C(C(C(O2)C)O)O. Cell line: HOP-62. Synergy scores: CSS=42.2, Synergy_ZIP=8.48, Synergy_Bliss=7.78, Synergy_Loewe=-18.8, Synergy_HSA=6.20. (2) Drug 1: COC1=CC(=CC(=C1O)OC)C2C3C(COC3=O)C(C4=CC5=C(C=C24)OCO5)OC6C(C(C7C(O6)COC(O7)C8=CC=CS8)O)O. Drug 2: CCCS(=O)(=O)NC1=C(C(=C(C=C1)F)C(=O)C2=CNC3=C2C=C(C=N3)C4=CC=C(C=C4)Cl)F. Cell line: TK-10. Synergy scores: CSS=7.15, Synergy_ZIP=-5.40, Synergy_Bliss=-6.72, Synergy_Loewe=-11.1, Synergy_HSA=-4.54.